From a dataset of Peptide-MHC class I binding affinity with 185,985 pairs from IEDB/IMGT. Regression. Given a peptide amino acid sequence and an MHC pseudo amino acid sequence, predict their binding affinity value. This is MHC class I binding data. The MHC is HLA-A02:02 with pseudo-sequence HLA-A02:02. The binding affinity (normalized) is 0.118. The peptide sequence is GITRPTTVV.